From a dataset of Peptide-MHC class I binding affinity with 185,985 pairs from IEDB/IMGT. Regression. Given a peptide amino acid sequence and an MHC pseudo amino acid sequence, predict their binding affinity value. This is MHC class I binding data. (1) The peptide sequence is QILMKTANNY. The MHC is HLA-A03:01 with pseudo-sequence HLA-A03:01. The binding affinity (normalized) is 0.569. (2) The peptide sequence is LVKSAWLSL. The MHC is HLA-A69:01 with pseudo-sequence HLA-A69:01. The binding affinity (normalized) is 0.0847. (3) The peptide sequence is GQFNRYAAM. The MHC is HLA-B15:02 with pseudo-sequence HLA-B15:02. The binding affinity (normalized) is 0.664. (4) The peptide sequence is DTVNRTHQY. The MHC is HLA-A23:01 with pseudo-sequence HLA-A23:01. The binding affinity (normalized) is 0.0847. (5) The peptide sequence is YWVKYPNL. The MHC is H-2-Db with pseudo-sequence H-2-Db. The binding affinity (normalized) is 0.